This data is from Forward reaction prediction with 1.9M reactions from USPTO patents (1976-2016). The task is: Predict the product of the given reaction. (1) The product is: [CH3:1][O:2][C:3]1[CH:8]=[CH:7][C:6]([CH3:9])=[CH:5][C:4]=1[S:10]([C:13]1[CH:14]=[C:15]([CH2:22][OH:23])[C:16]2[O:20][CH:19]=[CH:18][C:17]=2[CH:21]=1)(=[O:11])=[O:12]. Given the reactants [CH3:1][O:2][C:3]1[CH:8]=[CH:7][C:6]([CH3:9])=[CH:5][C:4]=1[S:10]([C:13]1[CH:14]=[C:15]([C:22](OC)=[O:23])[C:16]2[O:20][CH:19]=[CH:18][C:17]=2[CH:21]=1)(=[O:12])=[O:11].[H-].[Al+3].[Li+].[H-].[H-].[H-].O.[OH-].[Na+], predict the reaction product. (2) Given the reactants Cl.O1CCOCC1.C([O:12][C:13](=[O:39])[CH2:14][N:15]1[CH:19]=[C:18]([C:20]2[CH:21]=[N:22][C:23]([NH2:38])=[C:24]([O:26][CH:27]([C:29]3[C:34]([Cl:35])=[CH:33][CH:32]=[C:31]([F:36])[C:30]=3[Cl:37])[CH3:28])[CH:25]=2)[N:17]=[CH:16]1)(C)(C)C, predict the reaction product. The product is: [NH2:38][C:23]1[N:22]=[CH:21][C:20]([C:18]2[N:17]=[CH:16][N:15]([CH2:14][C:13]([OH:39])=[O:12])[CH:19]=2)=[CH:25][C:24]=1[O:26][CH:27]([C:29]1[C:34]([Cl:35])=[CH:33][CH:32]=[C:31]([F:36])[C:30]=1[Cl:37])[CH3:28]. (3) The product is: [Br:1][C:2]1[C:7]([C:8]([F:11])([F:10])[F:9])=[CH:6][C:5]2[NH:12][CH:14]=[N:13][C:4]=2[CH:3]=1. Given the reactants [Br:1][C:2]1[CH:3]=[C:4]([NH2:13])[C:5]([NH2:12])=[CH:6][C:7]=1[C:8]([F:11])([F:10])[F:9].[CH:14](O)=O, predict the reaction product.